Task: Predict the product of the given reaction.. Dataset: Forward reaction prediction with 1.9M reactions from USPTO patents (1976-2016) (1) Given the reactants C[O:2][C:3]([C:5]1([CH2:11][S:12]([N:15]2[CH2:20][CH2:19][CH:18]([O:21][C:22]3[CH:27]=[CH:26][C:25]([C:28]([F:31])([F:30])[F:29])=[CH:24][CH:23]=3)[CH2:17][CH2:16]2)(=[O:14])=[O:13])[CH2:10][CH2:9][O:8][CH2:7][CH2:6]1)=[O:4].O.[OH-].[Li+], predict the reaction product. The product is: [F:31][C:28]([F:29])([F:30])[C:25]1[CH:24]=[CH:23][C:22]([O:21][CH:18]2[CH2:17][CH2:16][N:15]([S:12]([CH2:11][C:5]3([C:3]([OH:4])=[O:2])[CH2:10][CH2:9][O:8][CH2:7][CH2:6]3)(=[O:14])=[O:13])[CH2:20][CH2:19]2)=[CH:27][CH:26]=1. (2) Given the reactants C([O:4][C@@H:5]1[C@@H:18]([O:19]C(=O)C)[C@H:17]([O:23]C(=O)C)[CH2:16][S:15][C@H:6]1[O:7][C:8]1[CH:9]=[N:10][C:11](Br)=[CH:12][CH:13]=1)(=O)C.[CH3:27][C:28]1[CH:33]=[C:32](B(O)O)[CH:31]=[CH:30][N:29]=1, predict the reaction product. The product is: [O:7]([C:8]1[CH:9]=[N:10][C:11]([C:32]2[CH:31]=[CH:30][N:29]=[C:28]([CH3:27])[CH:33]=2)=[CH:12][CH:13]=1)[C@@H:6]1[S:15][CH2:16][C@@H:17]([OH:23])[C@H:18]([OH:19])[C@H:5]1[OH:4]. (3) Given the reactants [CH2:1]([O:8][C:9]1[CH:10]=[C:11]2[C:15](=[CH:16][C:17]=1[C:18]1[CH:19]=[CH:20][C:21]([NH2:24])=[N:22][CH:23]=1)[N:14]([CH:25]1[CH2:30][CH2:29][CH2:28][CH2:27][O:26]1)[N:13]=[CH:12]2)[C:2]1[CH:7]=[CH:6][CH:5]=[CH:4][CH:3]=1.[C:31]([O:35][C:36](O[C:36]([O:35][C:31]([CH3:34])([CH3:33])[CH3:32])=[O:37])=[O:37])([CH3:34])([CH3:33])[CH3:32].CCOC(C)=O, predict the reaction product. The product is: [CH2:1]([O:8][C:9]1[CH:10]=[C:11]2[C:15](=[CH:16][C:17]=1[C:18]1[CH:19]=[CH:20][C:21]([NH:24][C:36](=[O:37])[O:35][C:31]([CH3:34])([CH3:33])[CH3:32])=[N:22][CH:23]=1)[N:14]([CH:25]1[CH2:30][CH2:29][CH2:28][CH2:27][O:26]1)[N:13]=[CH:12]2)[C:2]1[CH:3]=[CH:4][CH:5]=[CH:6][CH:7]=1.